From a dataset of Catalyst prediction with 721,799 reactions and 888 catalyst types from USPTO. Predict which catalyst facilitates the given reaction. (1) Reactant: C(OC(=O)[NH:7][CH2:8][CH2:9][S:10][C:11]1[CH:16]=[CH:15][C:14]([S:17][CH2:18][CH:19]2[CH2:24][CH2:23][CH2:22][CH2:21][CH:20]2[C:25](=[O:30])[NH:26][CH2:27][C:28]#[N:29])=[CH:13][C:12]=1[F:31])(C)(C)C.[CH3:33][S:34]([OH:37])(=[O:36])=[O:35].CCOCC. Product: [S:34]([OH:37])(=[O:36])(=[O:35])[CH3:33].[C:28]([CH2:27][NH:26][C:25]([CH:20]1[CH2:21][CH2:22][CH2:23][CH2:24][CH:19]1[CH2:18][S:17][C:14]1[CH:15]=[CH:16][C:11]([S:10][CH2:9][CH2:8][NH2:7])=[C:12]([F:31])[CH:13]=1)=[O:30])#[N:29]. The catalyst class is: 7. (2) Reactant: [F:1][CH:2]([F:12])[O:3][C:4]1[CH:11]=[CH:10][C:7]([CH:8]=[O:9])=[CH:6][CH:5]=1.[CH:13]([Mg]Cl)([CH3:15])[CH3:14]. Product: [F:1][CH:2]([F:12])[O:3][C:4]1[CH:5]=[CH:6][C:7]([CH:8]([OH:9])[CH:13]([CH3:15])[CH3:14])=[CH:10][CH:11]=1. The catalyst class is: 1. (3) Reactant: [Li][C:2]([CH3:5])([CH3:4])[CH3:3].CO[C:8]1[CH:17]=[CH:16][C:15]2[C:10](=[CH:11][CH:12]=[CH:13][CH:14]=2)[C:9]=1[C:18]([OH:20])=[O:19].O.Cl. Product: [C:2]([C:8]1[CH:17]=[CH:16][C:15]2[C:10](=[CH:11][CH:12]=[CH:13][CH:14]=2)[C:9]=1[C:18]([OH:20])=[O:19])([CH3:5])([CH3:4])[CH3:3]. The catalyst class is: 1. (4) Reactant: [C:1]([OH:10])(=[O:9])[C@@H:2]([C@H:4]([C:6]([OH:8])=[O:7])[OH:5])[OH:3].[OH:11][C:12]([CH3:30])([CH3:29])[CH2:13][N:14]([CH2:21][C:22]1[S:26][C:25]([Cl:27])=[N:24][C:23]=1[Cl:28])[CH:15]1[CH2:20][CH2:19][NH:18][CH2:17][CH2:16]1. Product: [C:6]([CH:4]([CH:2]([C:1]([OH:10])=[O:9])[OH:3])[OH:5])([OH:8])=[O:7].[OH:11][C:12]([CH3:30])([CH3:29])[CH2:13][N:14]([CH2:21][C:22]1[S:26][C:25]([Cl:27])=[N:24][C:23]=1[Cl:28])[CH:15]1[CH2:16][CH2:17][NH:18][CH2:19][CH2:20]1. The catalyst class is: 5. (5) Reactant: [NH2:1][C:2]([C:4]1[CH:8]=[C:7]([C:9]2[C:14]([F:15])=[CH:13][C:12]([C:16]([OH:19])([CH3:18])[CH3:17])=[CH:11][C:10]=2[F:20])[S:6][C:5]=1[NH:21][C:22]1[N:27]=[C:26]([CH3:28])[C:25]([CH2:29][O:30][CH:31]2[CH2:34][N:33](C(OC(C)(C)C)=O)[CH2:32]2)=[CH:24][CH:23]=1)=[O:3].Cl.[OH-].[Na+]. Product: [NH:33]1[CH2:32][CH:31]([O:30][CH2:29][C:25]2[CH:24]=[CH:23][C:22]([NH:21][C:5]3[S:6][C:7]([C:9]4[C:10]([F:20])=[CH:11][C:12]([C:16]([OH:19])([CH3:18])[CH3:17])=[CH:13][C:14]=4[F:15])=[CH:8][C:4]=3[C:2]([NH2:1])=[O:3])=[N:27][C:26]=2[CH3:28])[CH2:34]1. The catalyst class is: 10. (6) Reactant: [CH2:1]1[CH:9]2[CH:4]([CH2:5][CH2:6][CH2:7][CH2:8]2)[CH2:3][CH:2]1[N:10]1[CH2:26][CH2:25][C:13]2([N:17]([C:18]3[CH:23]=[CH:22][CH:21]=[CH:20][CH:19]=3)[CH2:16][CH2:15][CH:14]2[OH:24])[CH2:12][CH2:11]1.[C:27]([O-:34])(=[O:33])/[CH:28]=[CH:29]/[C:30]([O-:32])=[O:31].C(O)(=O)/C=C/C(O)=O. Product: [C:27]([OH:34])(=[O:33])/[CH:28]=[CH:29]/[C:30]([OH:32])=[O:31].[CH2:1]1[CH:9]2[CH:4]([CH2:5][CH2:6][CH2:7][CH2:8]2)[CH2:3][CH:2]1[N:10]1[CH2:26][CH2:25][C:13]2([N:17]([C:18]3[CH:23]=[CH:22][CH:21]=[CH:20][CH:19]=3)[CH2:16][CH2:15][C:14]2=[O:24])[CH2:12][CH2:11]1. The catalyst class is: 27. (7) Reactant: [CH2:1]([S:8][C:9]1[CH:10]=[CH:11][C:12]([NH:22][C:23]2[CH:28]=[C:27]([Cl:29])[C:26]([C:30]([F:33])([F:32])[F:31])=[CH:25][C:24]=2[O:34][CH3:35])=[C:13](/[CH:15]=[CH:16]/[C:17]([O:19]CC)=O)[CH:14]=1)[C:2]1[CH:7]=[CH:6][CH:5]=[CH:4][CH:3]=1.C[O-].[Na+]. Product: [CH2:1]([S:8][C:9]1[CH:14]=[C:13]2[C:12](=[CH:11][CH:10]=1)[N:22]([C:23]1[CH:28]=[C:27]([Cl:29])[C:26]([C:30]([F:32])([F:33])[F:31])=[CH:25][C:24]=1[O:34][CH3:35])[C:17](=[O:19])[CH:16]=[CH:15]2)[C:2]1[CH:3]=[CH:4][CH:5]=[CH:6][CH:7]=1. The catalyst class is: 5.